The task is: Regression. Given a peptide amino acid sequence and an MHC pseudo amino acid sequence, predict their binding affinity value. This is MHC class II binding data.. This data is from Peptide-MHC class II binding affinity with 134,281 pairs from IEDB. (1) The peptide sequence is EKALWIIFSQNMNIK. The MHC is HLA-DQA10102-DQB10502 with pseudo-sequence HLA-DQA10102-DQB10502. The binding affinity (normalized) is 0.125. (2) The peptide sequence is PKDSDEFIPMKSSWG. The MHC is DRB1_0401 with pseudo-sequence DRB1_0401. The binding affinity (normalized) is 0.582. (3) The MHC is DRB1_0101 with pseudo-sequence DRB1_0101. The peptide sequence is VLVMLVLLILAYRRRWRRLTV. The binding affinity (normalized) is 0.493.